Predict which catalyst facilitates the given reaction. From a dataset of Catalyst prediction with 721,799 reactions and 888 catalyst types from USPTO. (1) Reactant: [F:1][C:2]([F:22])([F:21])[C:3]1[CH:20]=[CH:19][C:6]([CH2:7][O:8][N:9]=[C:10]([C:12]2[CH:17]=[CH:16][C:15]([OH:18])=[CH:14][CH:13]=2)[CH3:11])=[CH:5][CH:4]=1.C(=O)([O-])[O-].[Cs+].[Cs+].[CH2:29]([O:31][C:32](=[O:35])[CH2:33]Cl)[CH3:30].O. Product: [CH2:29]([O:31][C:32](=[O:35])[CH2:33][O:18][C:15]1[CH:16]=[CH:17][C:12]([C:10](=[N:9][O:8][CH2:7][C:6]2[CH:19]=[CH:20][C:3]([C:2]([F:21])([F:22])[F:1])=[CH:4][CH:5]=2)[CH3:11])=[CH:13][CH:14]=1)[CH3:30]. The catalyst class is: 3. (2) Reactant: [H-].[Al+3].[Li+].[H-].[H-].[H-].[Cl:7][C:8]1[CH:9]=[N:10][C:11]2[C:16]([C:17]=1[CH2:18][CH2:19][CH2:20][C:21]1([C:34](OCC)=[O:35])[CH2:26][CH2:25][N:24]([C:27]([O:29][C:30]([CH3:33])([CH3:32])[CH3:31])=[O:28])[CH2:23][CH2:22]1)=[CH:15][C:14]([O:39][CH3:40])=[CH:13][CH:12]=2.O.[OH-].[Na+]. Product: [Cl:7][C:8]1[CH:9]=[N:10][C:11]2[C:16]([C:17]=1[CH2:18][CH2:19][CH2:20][C:21]1([CH2:34][OH:35])[CH2:22][CH2:23][N:24]([C:27]([O:29][C:30]([CH3:32])([CH3:33])[CH3:31])=[O:28])[CH2:25][CH2:26]1)=[CH:15][C:14]([O:39][CH3:40])=[CH:13][CH:12]=2. The catalyst class is: 7. (3) Reactant: C([O:3][C:4]([C:6]1[C:7]2[CH2:14][CH2:13][CH2:12][C:11](=[O:15])[C:8]=2[S:9][CH:10]=1)=[O:5])C.[OH-].[Na+].O.Cl. Product: [O:15]=[C:11]1[C:8]2[S:9][CH:10]=[C:6]([C:4]([OH:5])=[O:3])[C:7]=2[CH2:14][CH2:13][CH2:12]1. The catalyst class is: 111. (4) Reactant: [C:1]([SiH2:5][O:6][C:7]([CH3:25])([CH3:24])[CH:8]1[CH2:17][CH2:16][C:15]2[C:10](=[CH:11][C:12]([CH2:18][C:19]([CH3:22])([CH3:21])[CH3:20])=[CH:13][CH:14]=2)[C:9]1=[O:23])([CH3:4])([CH3:3])[CH3:2].B1(C)OC(C2C=CC=CC=2)(C2C=CC=CC=2)[C@H]2N1CCC2.B.CSC. Product: [C:1]([SiH2:5][O:6][C:7]([CH3:25])([CH3:24])[CH:8]1[CH2:17][CH2:16][C:15]2[C:10](=[CH:11][C:12]([CH2:18][C:19]([CH3:22])([CH3:21])[CH3:20])=[CH:13][CH:14]=2)[CH:9]1[OH:23])([CH3:4])([CH3:3])[CH3:2]. The catalyst class is: 7. (5) Reactant: COC1C=CC(C2(C3C=CC(OC)=CC=3)O[C:13]3[C:15]4[C:20]([C:21](O)=[C:22]([C:23](OC)=[O:24])[C:12]=3C=C2)=[CH:19][CH:18]=[CH:17][CH:16]=4)=CC=1.C(N([CH2:41][CH3:42])CC)C. Product: [CH:12]1[C:13]2[C:15]3[C:20]([CH:21]=[CH:41][C:42]=2[O:24][CH2:23][CH:22]=1)=[CH:19][CH:18]=[CH:17][CH:16]=3. The catalyst class is: 1.